This data is from Full USPTO retrosynthesis dataset with 1.9M reactions from patents (1976-2016). The task is: Predict the reactants needed to synthesize the given product. (1) The reactants are: [CH2:1]([O:8][C:9]([N:11]1[CH2:16][CH2:15][NH:14][CH2:13][CH2:12]1)=[O:10])[C:2]1[CH:7]=[CH:6][CH:5]=[CH:4][CH:3]=1.[C:17]1([N:23]=[C:24]=[S:25])[CH:22]=[CH:21][CH:20]=[CH:19][CH:18]=1. Given the product [NH:23]([C:24]([N:14]1[CH2:15][CH2:16][N:11]([C:9]([O:8][CH2:1][C:2]2[CH:7]=[CH:6][CH:5]=[CH:4][CH:3]=2)=[O:10])[CH2:12][CH2:13]1)=[S:25])[C:17]1[CH:22]=[CH:21][CH:20]=[CH:19][CH:18]=1, predict the reactants needed to synthesize it. (2) Given the product [CH2:1]([N:3]1[C:15]2[CH:14]=[CH:13][C:12]([C:16]3[N:20]([CH2:21][CH2:15][N:3]4[CH2:4][CH2:5][O:31][CH2:2][CH2:1]4)[C:19]4[CH:22]=[CH:23][C:24]([C:26]([OH:28])=[O:27])=[CH:25][C:18]=4[N:17]=3)=[CH:11][C:10]=2[C:9]2[C:4]1=[CH:5][CH:6]=[CH:7][CH:8]=2)[CH3:2], predict the reactants needed to synthesize it. The reactants are: [CH2:1]([N:3]1[C:15]2[CH:14]=[CH:13][C:12]([C:16]3[N:20]([CH3:21])[C:19]4[CH:22]=[CH:23][C:24]([C:26]([O:28]CC)=[O:27])=[CH:25][C:18]=4[N:17]=3)=[CH:11][C:10]=2[C:9]2[C:4]1=[CH:5][CH:6]=[CH:7][CH:8]=2)[CH3:2].[OH-:31].[Na+]. (3) Given the product [Cl:1][C:2]1[CH:9]=[CH:8][C:5]([CH2:6][NH:7][C:20](=[O:21])[CH2:19][CH2:18][C:15]2[CH:16]=[CH:17][C:12]([O:11][CH3:10])=[C:13]([O:23][CH2:24][C:25]#[CH:26])[CH:14]=2)=[CH:4][CH:3]=1, predict the reactants needed to synthesize it. The reactants are: [Cl:1][C:2]1[CH:9]=[CH:8][C:5]([CH2:6][NH2:7])=[CH:4][CH:3]=1.[CH3:10][O:11][C:12]1[CH:17]=[CH:16][C:15]([CH2:18][CH2:19][C:20](O)=[O:21])=[CH:14][C:13]=1[O:23][CH2:24][C:25]#[CH:26].Cl.C(N=C=NCCCN(CC)CC)C.CN(C)C=O. (4) Given the product [Cl:14][C:15]1[C:16]([CH2:17][N:18]2[C:26]3[C:21](=[CH:22][C:23]([C:27](=[O:28])[NH:13][C@H:11]([C:7]4[CH:8]=[CH:9][CH:10]=[C:5]([CH:2]([CH3:4])[CH3:3])[CH:6]=4)[CH3:12])=[CH:24][CH:25]=3)[C:20]([CH3:30])=[C:19]2[CH3:31])=[CH:32][CH:33]=[CH:34][C:35]=1[O:36][C@H:37]([CH3:42])[C:38]([O:40][CH3:41])=[O:39], predict the reactants needed to synthesize it. The reactants are: Cl.[CH:2]([C:5]1[CH:6]=[C:7]([C@@H:11]([NH2:13])[CH3:12])[CH:8]=[CH:9][CH:10]=1)([CH3:4])[CH3:3].[Cl:14][C:15]1[C:35]([O:36][C@H:37]([CH3:42])[C:38]([O:40][CH3:41])=[O:39])=[CH:34][CH:33]=[CH:32][C:16]=1[CH2:17][N:18]1[C:26]2[C:21](=[CH:22][C:23]([C:27](O)=[O:28])=[CH:24][CH:25]=2)[C:20]([CH3:30])=[C:19]1[CH3:31].